From a dataset of Full USPTO retrosynthesis dataset with 1.9M reactions from patents (1976-2016). Predict the reactants needed to synthesize the given product. Given the product [CH2:12]([O:14][C:15]([C:17]1[CH:18]=[N:19][N:20]([C:23]2[CH:28]=[CH:27][C:26]([C:1]([CH3:4])([CH3:3])[CH3:2])=[CH:25][N:24]=2)[C:21]=1[CH3:22])=[O:16])[CH3:13], predict the reactants needed to synthesize it. The reactants are: [C:1]([Mg]Br)([CH3:4])([CH3:3])[CH3:2].[Cu](C#N)C#N.[CH2:12]([O:14][C:15]([C:17]1[CH:18]=[N:19][N:20]([C:23]2[CH:28]=[CH:27][C:26](Br)=[CH:25][N:24]=2)[C:21]=1[CH3:22])=[O:16])[CH3:13].[OH-].[NH4+].